This data is from Forward reaction prediction with 1.9M reactions from USPTO patents (1976-2016). The task is: Predict the product of the given reaction. (1) The product is: [N:10]1[CH:9]=[CH:8][N:6]2[C:5]=1[CH:4]=[CH:3][C:2]([C:14]1[CH:22]=[CH:21][C:17]([C:18]([OH:20])=[O:19])=[CH:16][CH:15]=1)=[N:7]2. Given the reactants Cl[C:2]1[CH:3]=[CH:4][C:5]2[N:6]([CH:8]=[CH:9][N:10]=2)[N:7]=1.B([C:14]1[CH:22]=[CH:21][C:17]([C:18]([OH:20])=[O:19])=[CH:16][CH:15]=1)(O)O.C([O-])([O-])=O.[K+].[K+], predict the reaction product. (2) Given the reactants [NH2:1][C:2]1[CH:3]=[N:4][CH:5]=[CH:6][C:7]=1[C@H:8]1[CH2:24][C@H:12]2[N:13]([C:17]([O:19][C:20]([CH3:23])([CH3:22])[CH3:21])=[O:18])[C:14](=[O:16])[O:15][C@H:11]2[C@@H:10]([CH3:25])[CH2:9]1.[C:26](N1C=CN=C1)(N1C=CN=C1)=[S:27], predict the reaction product. The product is: [N:1]([C:2]1[CH:3]=[N:4][CH:5]=[CH:6][C:7]=1[C@H:8]1[CH2:24][C@H:12]2[N:13]([C:17]([O:19][C:20]([CH3:21])([CH3:23])[CH3:22])=[O:18])[C:14](=[O:16])[O:15][C@H:11]2[C@@H:10]([CH3:25])[CH2:9]1)=[C:26]=[S:27].